Predict the reactants needed to synthesize the given product. From a dataset of Full USPTO retrosynthesis dataset with 1.9M reactions from patents (1976-2016). (1) Given the product [N:1]12[CH2:8][CH2:7][CH:4]([CH2:5][CH2:6]1)[CH:3]([NH:9][C:10]([C:12]1[CH:13]=[CH:14][CH:15]=[C:16]3[O:20][C:19]([C:21]4[CH:22]=[CH:23][C:27]5[O:26][CH2:25][CH2:24][C:28]=5[CH:29]=4)=[N:18][C:17]=13)=[O:11])[CH2:2]2, predict the reactants needed to synthesize it. The reactants are: [N:1]12[CH2:8][CH2:7][CH:4]([CH2:5][CH2:6]1)[CH:3]([NH:9][C:10]([C:12]1[CH:13]=[CH:14][CH:15]=[C:16]3[O:20][C:19]([C:21]4[CH:29]=[CH:28][C:24]5=[CH:25][O:26][CH:27]=[C:23]5[CH:22]=4)=[N:18][C:17]=13)=[O:11])[CH2:2]2.[H][H]. (2) Given the product [CH2:1]([C:28]1([C:31]#[N:32])[CH2:30][CH2:29]1)[CH2:2][CH2:3][CH2:4][CH2:45][CH2:44][CH2:43][CH2:42][CH2:41][CH2:40][CH2:39][CH2:38][C:37]1([C:12]#[N:15])[CH2:36][CH2:35]1, predict the reactants needed to synthesize it. The reactants are: [CH2:1]([Li])[CH2:2][CH2:3][CH3:4].CCCCCC.[CH:12]([NH:15]C(C)C)(C)C.CN1C(=O)N(C)CCC1.[CH:28]1([C:31]#[N:32])[CH2:30][CH2:29]1.BrC[CH2:35][CH2:36][CH2:37][CH2:38][CH2:39][CH2:40][CH2:41][CH2:42][CH2:43][CH2:44][CH2:45]Br. (3) The reactants are: [C:1]([O:5][C:6]([NH:8][CH2:9][CH2:10][O:11][C:12]1[CH:13]=[C:14]([CH:17]=[CH:18][C:19]=1[CH2:20][OH:21])[C:15]#[N:16])=[O:7])([CH3:4])([CH3:3])[CH3:2]. Given the product [C:1]([O:5][C:6]([NH:8][CH2:9][CH2:10][O:11][C:12]1[CH:13]=[C:14]([CH:17]=[CH:18][C:19]=1[CH:20]=[O:21])[C:15]#[N:16])=[O:7])([CH3:4])([CH3:2])[CH3:3], predict the reactants needed to synthesize it. (4) The reactants are: [F:1][C:2]1[CH:3]=[C:4]([C:33]2[C:34]([C:39]#[N:40])=[CH:35][CH:36]=[CH:37][CH:38]=2)[CH:5]=[CH:6][C:7]=1[CH2:8][C:9]1[C:10](=[O:32])[N:11]([C@H:21]2[CH2:26][CH2:25][C@H:24]([O:27][CH:28]([CH3:31])[CH2:29][OH:30])[CH2:23][CH2:22]2)[C:12]2[N:13]([N:18]=[CH:19][N:20]=2)[C:14]=1[CH2:15][CH2:16][CH3:17].[CH3:41]C(OI1(OC(C)=O)(OC(C)=O)OC(=O)C2C=CC=CC1=2)=O.C(=O)([O-])O.[Na+].S([O-])([O-])(=O)=S.[Na+].[Na+]. Given the product [F:1][C:2]1[CH:3]=[C:4]([C:33]2[C:34]([C:39]#[N:40])=[CH:35][CH:36]=[CH:37][CH:38]=2)[CH:5]=[CH:6][C:7]=1[CH2:8][C:9]1[C:10](=[O:32])[N:11]([C@H:21]2[CH2:26][CH2:25][C@H:24]([O:27][CH:28]([CH:29]3[CH2:41][O:30]3)[CH3:31])[CH2:23][CH2:22]2)[C:12]2[N:13]([N:18]=[CH:19][N:20]=2)[C:14]=1[CH2:15][CH2:16][CH3:17], predict the reactants needed to synthesize it. (5) Given the product [C:21]([O:24][CH2:2][C:3]1([F:18])[CH2:7][CH2:6][N:5]([C:8]([O:10][CH2:11][C:12]2[CH:17]=[CH:16][CH:15]=[CH:14][CH:13]=2)=[O:9])[CH2:4]1)(=[O:23])[CH3:22], predict the reactants needed to synthesize it. The reactants are: Br[CH2:2][C:3]1([F:18])[CH2:7][CH2:6][N:5]([C:8]([O:10][CH2:11][C:12]2[CH:17]=[CH:16][CH:15]=[CH:14][CH:13]=2)=[O:9])[CH2:4]1.[I-].[Na+].[C:21]([O-:24])(=[O:23])[CH3:22].[K+].